Dataset: Catalyst prediction with 721,799 reactions and 888 catalyst types from USPTO. Task: Predict which catalyst facilitates the given reaction. (1) The catalyst class is: 9. Product: [C:5]1([CH2:4][CH2:3][CH2:2][N:12]2[CH:16]=[N:15][CH:14]=[N:13]2)[CH:10]=[CH:9][CH:8]=[CH:7][CH:6]=1. Reactant: Br[CH2:2][CH2:3][CH2:4][C:5]1[CH:10]=[CH:9][CH:8]=[CH:7][CH:6]=1.[Na].[NH:12]1[CH:16]=[N:15][CH:14]=[N:13]1.C(OCC)(=O)C.O. (2) Reactant: [NH2:1][CH2:2][C:3]1[N:8]=[C:7]([C:9]2[S:13][C:12]([N:14]3[CH2:19][CH2:18][O:17][CH2:16][CH2:15]3)=[N:11][C:10]=2[C:20]2[C:21]([F:38])=[C:22]([NH:26][S:27]([C:30]3[CH:35]=[C:34]([F:36])[CH:33]=[CH:32][C:31]=3[F:37])(=[O:29])=[O:28])[CH:23]=[CH:24][CH:25]=2)[CH:6]=[CH:5][N:4]=1.C(N(CC)CC)C.[CH:46]1([C:51](Cl)=[O:52])[CH2:50][CH2:49][CH2:48][CH2:47]1. Product: [F:37][C:31]1[CH:32]=[CH:33][C:34]([F:36])=[CH:35][C:30]=1[S:27]([NH:26][C:22]1[C:21]([F:38])=[C:20]([C:10]2[N:11]=[C:12]([N:14]3[CH2:19][CH2:18][O:17][CH2:16][CH2:15]3)[S:13][C:9]=2[C:7]2[CH:6]=[CH:5][N:4]=[C:3]([CH2:2][NH:1][C:51]([CH:46]3[CH2:50][CH2:49][CH2:48][CH2:47]3)=[O:52])[N:8]=2)[CH:25]=[CH:24][CH:23]=1)(=[O:28])=[O:29]. The catalyst class is: 4. (3) Reactant: O[C:2]1[C:11]2[C:6](=[N:7][CH:8]=[CH:9][CH:10]=2)[N:5]([C:12]2[CH:17]=[CH:16][CH:15]=[CH:14][CH:13]=2)[C:4](=[O:18])[C:3]=1[C:19](=O)[CH2:20][CH2:21][C:22]1[CH:27]=[CH:26][CH:25]=[CH:24][C:23]=1[C:28]#[N:29].O.[NH2:32][NH2:33]. Product: [C:28]([C:23]1[CH:24]=[CH:25][CH:26]=[CH:27][C:22]=1[CH2:21][CH2:20][C:19]1[C:3]2[C:4](=[O:18])[N:5]([C:12]3[CH:17]=[CH:16][CH:15]=[CH:14][CH:13]=3)[C:6]3[N:7]=[CH:8][CH:9]=[CH:10][C:11]=3[C:2]=2[NH:33][N:32]=1)#[N:29]. The catalyst class is: 3. (4) Reactant: [Br:1][C:2]1[C:10]2[C:5](=[N:6][CH:7]=[C:8]([C:12]#[N:13])[C:9]=2Br)[S:4][CH:3]=1.[NH2:14][C:15]1[CH:16]=[C:17]2[C:21](=[CH:22][CH:23]=1)[NH:20][CH:19]=[CH:18]2. Product: [BrH:1].[Br:1][C:2]1[C:10]2[C:5](=[N:6][CH:7]=[C:8]([C:12]#[N:13])[C:9]=2[NH:14][C:15]2[CH:16]=[C:17]3[C:21](=[CH:22][CH:23]=2)[NH:20][CH:19]=[CH:18]3)[S:4][CH:3]=1. The catalyst class is: 8. (5) Reactant: [H-].[Na+].CS(C)=O.[I-].[CH3:8][S+](C)(C)=O.[Cl:13][C:14]1[CH:19]=[CH:18][CH:17]=[C:16]([Cl:20])[C:15]=1[CH2:21][CH2:22][O:23][CH2:24][CH2:25][N:26]1[CH2:31][CH2:30][C:29](=[O:32])[CH2:28][CH2:27]1. Product: [Cl:13][C:14]1[CH:19]=[CH:18][CH:17]=[C:16]([Cl:20])[C:15]=1[CH2:21][CH2:22][O:23][CH2:24][CH2:25][N:26]1[CH2:27][CH2:28][C:29]2([O:32][CH2:8]2)[CH2:30][CH2:31]1. The catalyst class is: 387. (6) Reactant: [CH3:1][O:2][C:3](=[O:30])[CH:4]([C:9]1[C:14]([CH3:15])=[CH:13][C:12]([NH2:16])=[C:11]([CH:17]2[CH2:19][CH2:18]2)[C:10]=1[C:20]1[CH:21]=[C:22]2[C:27](=[CH:28][CH:29]=1)[O:26][CH2:25][CH2:24][CH2:23]2)[O:5][CH:6]1[CH2:8][CH2:7]1.N1C=CC=CC=1.[C:37](OC(=O)C)(=[O:39])[CH3:38].[Cl-].[NH4+]. Product: [CH3:1][O:2][C:3](=[O:30])[CH:4]([C:9]1[C:14]([CH3:15])=[CH:13][C:12]([NH:16][C:37](=[O:39])[CH3:38])=[C:11]([CH:17]2[CH2:19][CH2:18]2)[C:10]=1[C:20]1[CH:21]=[C:22]2[C:27](=[CH:28][CH:29]=1)[O:26][CH2:25][CH2:24][CH2:23]2)[O:5][CH:6]1[CH2:8][CH2:7]1. The catalyst class is: 96. (7) Reactant: [C:1]1([S:7]([CH2:10][C:11]#[N:12])(=[O:9])=[O:8])[CH:6]=[CH:5][CH:4]=[CH:3][CH:2]=1.CN(CCN(C)C)C.[Li]CCCC.[C:26]1(=[O:32])[CH2:31][CH2:30][CH2:29][CH:28]=[CH:27]1.Cl. Product: [C:1]1([S:7]([CH:10]([CH:28]2[CH2:29][CH2:30][CH2:31][C:26](=[O:32])[CH2:27]2)[C:11]#[N:12])(=[O:8])=[O:9])[CH:2]=[CH:3][CH:4]=[CH:5][CH:6]=1. The catalyst class is: 57. (8) Reactant: [C:1]([C:3]1[CH:4]=[C:5]([CH:27]=[C:28]([CH3:30])[CH:29]=1)[C:6]([C:8]1[C:9]([CH2:23][CH:24]2[CH2:26][CH2:25]2)=[C:10]([CH2:18][O:19]C(=O)C)[NH:11][C:12](=[O:17])[C:13]=1[CH:14]([CH3:16])[CH3:15])=[O:7])#[N:2].[NH4+].[OH-]. Product: [CH:24]1([CH2:23][C:9]2[C:8]([C:6]([C:5]3[CH:4]=[C:3]([CH:29]=[C:28]([CH3:30])[CH:27]=3)[C:1]#[N:2])=[O:7])=[C:13]([CH:14]([CH3:15])[CH3:16])[C:12](=[O:17])[NH:11][C:10]=2[CH2:18][OH:19])[CH2:26][CH2:25]1. The catalyst class is: 5.